Dataset: Reaction yield outcomes from USPTO patents with 853,638 reactions. Task: Predict the reaction yield, written as a fraction of the theoretical maximum amount of product (1.0 means a 100% yield; for example, 0.34 means a 34% yield). (1) The reactants are [F:1][C:2]1[CH:7]=[CH:6][N:5]=[C:4]2[NH:8][C:9]([CH3:11])=[CH:10][C:3]=12.[H-].[Na+].Cl[Si:15]([CH:22]([CH3:24])[CH3:23])([CH:19]([CH3:21])[CH3:20])[CH:16]([CH3:18])[CH3:17].[Cl-].[NH4+]. The catalyst is C1COCC1.C(OCC)(=O)C. The product is [F:1][C:2]1[CH:7]=[CH:6][N:5]=[C:4]2[N:8]([Si:15]([CH:22]([CH3:24])[CH3:23])([CH:19]([CH3:21])[CH3:20])[CH:16]([CH3:18])[CH3:17])[C:9]([CH3:11])=[CH:10][C:3]=12. The yield is 0.650. (2) The reactants are [CH3:1][O:2][C:3]1[CH:12]=[CH:11][C:10]2[C:5](=[CH:6][CH:7]=[CH:8][CH:9]=2)[CH:4]=1.C([Li])CCC.[Br:18]CCBr.[OH-].[Na+]. The catalyst is C1C=CC(/C=C/C(/C=C/C2C=CC=CC=2)=O)=CC=1.C1C=CC(/C=C/C(/C=C/C2C=CC=CC=2)=O)=CC=1.C1C=CC(/C=C/C(/C=C/C2C=CC=CC=2)=O)=CC=1.[Pd].[Pd].C1COCC1. The product is [Br:18][C:12]1[C:3]([O:2][CH3:1])=[CH:4][C:5]2[C:10](=[CH:9][CH:8]=[CH:7][CH:6]=2)[CH:11]=1. The yield is 0.584. (3) The reactants are [O:1]([CH2:8][C:9]([NH:11][C:12]1[NH:13][C:14](=[O:36])[C:15]2[N:16]=[CH:17][N:18]([C:34]=2[N:35]=1)[C@@H:19]1[O:33][C@H:30]([CH2:31][OH:32])[C@@H:28]([OH:29])[C@H:20]1[O:21][CH2:22][O:23][CH2:24][CH2:25][C:26]#[N:27])=[O:10])[C:2]1[CH:7]=[CH:6][CH:5]=[CH:4][CH:3]=1.N1C=CC=CC=1.[CH3:43][O:44][C:45]1[CH:66]=[CH:65][C:48]([C:49](Cl)([C:58]2[CH:63]=[CH:62][CH:61]=[CH:60][CH:59]=2)[C:50]2[CH:55]=[CH:54][C:53]([O:56][CH3:57])=[CH:52][CH:51]=2)=[CH:47][CH:46]=1. The catalyst is CO. The product is [O:1]([CH2:8][C:9]([NH:11][C:12]1[NH:13][C:14](=[O:36])[C:15]2[N:16]=[CH:17][N:18]([C:34]=2[N:35]=1)[C@@H:19]1[O:33][C@H:30]([CH2:31][O:32][C:49]([C:58]2[CH:63]=[CH:62][CH:61]=[CH:60][CH:59]=2)([C:50]2[CH:55]=[CH:54][C:53]([O:56][CH3:57])=[CH:52][CH:51]=2)[C:48]2[CH:47]=[CH:46][C:45]([O:44][CH3:43])=[CH:66][CH:65]=2)[C@@H:28]([OH:29])[C@H:20]1[O:21][CH2:22][O:23][CH2:24][CH2:25][C:26]#[N:27])=[O:10])[C:2]1[CH:7]=[CH:6][CH:5]=[CH:4][CH:3]=1. The yield is 0.750. (4) The reactants are Cl[C:2]([O:4][CH2:5][Cl:6])=[O:3].[CH2:7]([O:14][C:15]([NH:17][C@H:18]([C:22]([O:24][CH2:25][C:26]([CH3:30])([CH3:29])[CH2:27][OH:28])=[O:23])[CH:19]([CH3:21])[CH3:20])=[O:16])[C:8]1[CH:13]=[CH:12][CH:11]=[CH:10][CH:9]=1.N1C=CC=CC=1. The catalyst is C(Cl)Cl. The product is [C:2](=[O:3])([O:4][CH2:5][Cl:6])[O:28][CH2:27][C:26]([CH3:30])([CH3:29])[CH2:25][O:24][C:22](=[O:23])[C@H:18]([CH:19]([CH3:21])[CH3:20])[NH:17][C:15]([O:14][CH2:7][C:8]1[CH:9]=[CH:10][CH:11]=[CH:12][CH:13]=1)=[O:16]. The yield is 0.950. (5) The reactants are C([N:3]1[C:11]2[C:6](=[CH:7][C:8]([N+:12]([O-:14])=[O:13])=[CH:9][CH:10]=2)[C:5]([CH2:15][CH3:16])=[C:4]1[C:17]([OH:19])=O)C.[CH2:20]([NH2:28])[CH2:21][C:22]1[CH:27]=[CH:26][CH:25]=[CH:24][CH:23]=1.[CH:29]1[CH:30]=[CH:31]C2N(O)N=[N:35][C:33]=2[CH:34]=1.CCN(C(C)C)C(C)C.CCN=C=NCCCN(C)C. The catalyst is CN1C(=O)CCC1.C(OCC)(=O)C.O. The product is [CH2:15]([C:5]1[C:6]2[C:11](=[CH:10][CH:9]=[C:8]([N+:12]([O-:14])=[O:13])[CH:7]=2)[NH:3][C:4]=1[C:17]([NH:28][CH2:20][CH2:21][C:22]1[CH:27]=[CH:26][C:25]([N:35]2[CH2:31][CH2:30][CH2:29][CH2:34][CH2:33]2)=[CH:24][CH:23]=1)=[O:19])[CH3:16]. The yield is 0.920. (6) The reactants are CO[CH:3](OC)[CH2:4][S:5][C:6]1[CH:11]=[CH:10][CH:9]=[CH:8][C:7]=1[CH3:12].O. The catalyst is ClC1C=CC=CC=1. The product is [CH3:12][C:7]1[C:6]2[S:5][CH:4]=[CH:3][C:11]=2[CH:10]=[CH:9][CH:8]=1. The yield is 0.690.